From a dataset of Full USPTO retrosynthesis dataset with 1.9M reactions from patents (1976-2016). Predict the reactants needed to synthesize the given product. (1) Given the product [CH3:21][C:20]1[S:99][C:17]2[NH:16][C:15]3[CH:14]=[CH:13][CH:12]=[CH:11][C:10]=3[N:9]=[C:8]([N:5]3[CH2:6][CH2:7][N:2]([CH3:1])[CH2:3][CH2:4]3)[C:18]=2[CH:19]=1, predict the reactants needed to synthesize it. The reactants are: [CH3:1][N:2]1[CH2:7][CH2:6][N:5]([C:8]2[C:18]3[CH:19]=[CH:20][CH:21]=C[C:17]=3[NH:16][C:15]3[CH:14]=[CH:13][C:12](Cl)=[CH:11][C:10]=3[N:9]=2)[CH2:4][CH2:3]1.CC1N=C2N(CCCC2)C(=O)C=1CCN1CCC(C2C3C=CC(F)=CC=3ON=2)CC1.C1C(N2C3C=CC(Cl)=CC=3C(C3CCN(CCN4C(=O)NCC4)CC3)=C2)=CC=C(F)C=1.C1C=CC2[S:99]C3C=CC=CC=3N=C(N3CCN(CCOCCO)CC3)C=2C=1.CN1CC2C(C3C=CC=CC=3OC3C=CC(Cl)=CC=32)C1.CC1N=C2N(CCCC2O)C(=O)C=1CCN1CCC(C2C3C=CC(F)=CC=3ON=2)CC1.C1C=CC(C2C=C(CN3CCN(C4C5OC(NC=5C=CC=4)=O)CC3)C=CC=2)=CC=1. (2) Given the product [C:15]([C:7]1[CH:8]=[CH:9][C:10]([N+:12]([O-:14])=[O:13])=[CH:11][C:6]=1[NH:5][C:3](=[O:4])[CH2:2][N:28]([CH3:29])[CH3:26])([CH3:18])([CH3:17])[CH3:16], predict the reactants needed to synthesize it. The reactants are: Br[CH2:2][C:3]([NH:5][C:6]1[CH:11]=[C:10]([N+:12]([O-:14])=[O:13])[CH:9]=[CH:8][C:7]=1[C:15]([CH3:18])([CH3:17])[CH3:16])=[O:4].C([O-])([O-])=O.[K+].[K+].C[C:26]([N:28](C)[CH3:29])=O. (3) Given the product [CH3:10][S:9][CH2:8][C:4]1[CH:3]=[C:2]([N:17]2[CH2:22][CH2:21][NH:20][CH2:19][CH2:18]2)[CH:7]=[CH:6][CH:5]=1, predict the reactants needed to synthesize it. The reactants are: I[C:2]1[CH:7]=[CH:6][CH:5]=[C:4]([CH2:8][S:9][CH3:10])[CH:3]=1.CC(C)([O-])C.[Na+].[NH:17]1[CH2:22][CH2:21][NH:20][CH2:19][CH2:18]1. (4) Given the product [C:1]([O:5][C:6]([NH:8][C@H:9]1[C@@H:13]([CH3:14])[CH2:12][N:11]([C:15]2[CH:16]=[C:17]3[C:18]([C:22](=[O:29])[C:23]([C:24]([O:26][CH2:27][CH3:28])=[O:25])=[CH:37][N:35]3[CH:34]3[CH2:41][CH2:40]3)=[CH:19][C:20]=2[F:21])[CH2:10]1)=[O:7])([CH3:3])([CH3:4])[CH3:2], predict the reactants needed to synthesize it. The reactants are: [C:1]([O:5][C:6]([NH:8][C@H:9]1[C@@H:13]([CH3:14])[CH2:12][N:11]([C:15]2[C:20]([F:21])=[CH:19][C:18]([C:22](=[O:29])[CH2:23][C:24]([O:26][CH2:27][CH3:28])=[O:25])=[C:17](F)[C:16]=2C)[CH2:10]1)=[O:7])([CH3:4])([CH3:3])[CH3:2].CO[CH:34](OC)[N:35]([CH3:37])C.[CH:40]1(N)C[CH2:41]1.[H-].[Na+].[Cl-].[NH4+]. (5) Given the product [CH2:2]([N:9]1[CH2:18][CH2:17][C:16]2[C:11](=[N:12][C:13]([NH:34][CH:35]([CH3:37])[CH3:36])=[C:14]([N:19]3[CH2:24][CH2:23][CH:22]([O:25][C:26]4[CH:31]=[CH:30][C:29]([F:32])=[CH:28][C:27]=4[F:33])[CH2:21][CH2:20]3)[N:15]=2)[CH2:10]1)[C:3]1[CH:4]=[CH:5][CH:6]=[CH:7][CH:8]=1, predict the reactants needed to synthesize it. The reactants are: [Br-].[CH2:2]([N+:9]1[CH:18]=[CH:17][C:16]2[C:11](=[N:12][C:13]([NH:34][CH:35]([CH3:37])[CH3:36])=[C:14]([N:19]3[CH2:24][CH2:23][CH:22]([O:25][C:26]4[CH:31]=[CH:30][C:29]([F:32])=[CH:28][C:27]=4[F:33])[CH2:21][CH2:20]3)[N:15]=2)[CH:10]=1)[C:3]1[CH:8]=[CH:7][CH:6]=[CH:5][CH:4]=1.[BH-](OC(C)=O)(OC(C)=O)OC(C)=O.[Na+].